This data is from Forward reaction prediction with 1.9M reactions from USPTO patents (1976-2016). The task is: Predict the product of the given reaction. (1) Given the reactants CN(C(ON1N=NC2C=CC=NC1=2)=[N+](C)C)C.F[P-](F)(F)(F)(F)F.[Cl:25][C:26]1[CH:31]=[CH:30][C:29]([CH2:32][NH2:33])=[C:28]([F:34])[C:27]=1[O:35][C:36]1[C:45]2[C:40](=[CH:41][CH:42]=[CH:43][CH:44]=2)[CH:39]=[CH:38][CH:37]=1.[Cl:46][C:47]1[N:48]=[C:49]([CH2:55][CH3:56])[NH:50][C:51]=1[C:52](O)=[O:53].C(N(C(C)C)CC)(C)C, predict the reaction product. The product is: [Cl:46][C:47]1[N:48]=[C:49]([CH2:55][CH3:56])[NH:50][C:51]=1[C:52]([NH:33][CH2:32][C:29]1[CH:30]=[CH:31][C:26]([Cl:25])=[C:27]([O:35][C:36]2[C:45]3[C:40](=[CH:41][CH:42]=[CH:43][CH:44]=3)[CH:39]=[CH:38][CH:37]=2)[C:28]=1[F:34])=[O:53]. (2) Given the reactants C([N-]C(C)C)(C)C.[Li+].[C:9]1([C:18]2[C:13](=[CH:14][CH:15]=[CH:16][CH:17]=2)[CH2:12][O:11]1)=[O:10].[CH:19](=[O:21])[CH3:20], predict the reaction product. The product is: [OH:21][CH:19]([CH:12]1[C:13]2[CH:14]=[CH:15][CH:16]=[CH:17][C:18]=2[C:9](=[O:10])[O:11]1)[CH3:20]. (3) Given the reactants [CH2:1]([NH:3][C:4]([C:6]1[C:11]([NH2:12])=[CH:10][CH:9]=[C:8]([Br:13])[N:7]=1)=[O:5])[CH3:2].C1N=CN([C:19](N2C=NC=C2)=[O:20])C=1.C1CCN2C(=NCCC2)CC1.O, predict the reaction product. The product is: [Br:13][C:8]1[CH:9]=[CH:10][C:11]2[NH:12][C:19](=[O:20])[N:3]([CH2:1][CH3:2])[C:4](=[O:5])[C:6]=2[N:7]=1. (4) The product is: [OH:40][C:19]([CH3:39])([CH3:18])[CH2:20][O:21][C:22]1[CH:27]=[CH:26][C:25](/[CH:28]=[CH:29]/[C:2]2[CH:7]=[C:6]([C:8]3[NH:17][C:11]4[N:12]=[CH:13][NH:14][C:15](=[O:16])[C:10]=4[CH:9]=3)[CH:5]=[CH:4][N:3]=2)=[CH:24][CH:23]=1. Given the reactants Cl[C:2]1[CH:7]=[C:6]([C:8]2[NH:17][C:11]3[N:12]=[CH:13][NH:14][C:15](=[O:16])[C:10]=3[CH:9]=2)[CH:5]=[CH:4][N:3]=1.[CH3:18][C:19]([OH:40])([CH3:39])[CH2:20][O:21][C:22]1[CH:27]=[CH:26][C:25](/[CH:28]=[CH:29]/B2OC(C)(C)C(C)(C)O2)=[CH:24][CH:23]=1, predict the reaction product. (5) Given the reactants [NH2:1][C:2]1[CH:3]=[C:4]([C:8]2[O:12][N:11]=[C:10]([C:13]([O:15][CH2:16][CH3:17])=[O:14])[CH:9]=2)[CH:5]=[CH:6][CH:7]=1.C(N(CC)CC)C.Cl.[C:26]([N:29]1[CH2:34][CH2:33][CH:32]([C:35](Cl)=[O:36])[CH2:31][CH2:30]1)(=[O:28])[CH3:27].Cl, predict the reaction product. The product is: [C:26]([N:29]1[CH2:30][CH2:31][CH:32]([C:35]([NH:1][C:2]2[CH:3]=[C:4]([C:8]3[O:12][N:11]=[C:10]([C:13]([O:15][CH2:16][CH3:17])=[O:14])[CH:9]=3)[CH:5]=[CH:6][CH:7]=2)=[O:36])[CH2:33][CH2:34]1)(=[O:28])[CH3:27].